Dataset: Reaction yield outcomes from USPTO patents with 853,638 reactions. Task: Predict the reaction yield, written as a fraction of the theoretical maximum amount of product (1.0 means a 100% yield; for example, 0.34 means a 34% yield). The reactants are O[Li].O.C([O:6][C:7](=[O:25])[CH2:8][CH2:9][CH2:10][CH2:11][C:12]1[CH:16]=[C:15]([C:17]2[CH:22]=[C:21]([Cl:23])[CH:20]=[CH:19][C:18]=2[OH:24])[O:14][N:13]=1)C.Cl. The catalyst is O.O1CCOCC1. The product is [Cl:23][C:21]1[CH:20]=[CH:19][C:18]([OH:24])=[C:17]([C:15]2[O:14][N:13]=[C:12]([CH2:11][CH2:10][CH2:9][CH2:8][C:7]([OH:25])=[O:6])[CH:16]=2)[CH:22]=1. The yield is 0.910.